This data is from Full USPTO retrosynthesis dataset with 1.9M reactions from patents (1976-2016). The task is: Predict the reactants needed to synthesize the given product. (1) Given the product [C:1]1([CH2:7][O:8][C:9]2[C:18]3[C:13](=[CH:14][CH:15]=[CH:16][CH:17]=3)[C:12]([O:19][CH2:20][C:21]3[CH:26]=[CH:25][CH:24]=[CH:23][CH:22]=3)=[C:11]([C:27]([OH:29])=[O:28])[C:10]=2[C:32]([OH:34])=[O:33])[CH:2]=[CH:3][CH:4]=[CH:5][CH:6]=1, predict the reactants needed to synthesize it. The reactants are: [C:1]1([CH2:7][O:8][C:9]2[C:18]3[C:13](=[CH:14][CH:15]=[CH:16][CH:17]=3)[C:12]([O:19][CH2:20][C:21]3[CH:26]=[CH:25][CH:24]=[CH:23][CH:22]=3)=[C:11]([C:27]([O:29]CC)=[O:28])[C:10]=2[C:32]([O:34]CC)=[O:33])[CH:6]=[CH:5][CH:4]=[CH:3][CH:2]=1.[OH-].[Na+]. (2) Given the product [CH2:1]([O:3][C:4](=[O:28])[NH:5][C:6]1[C:7]([CH3:27])=[CH:8][C:9]([NH:15][CH2:16][C:17]2[CH:22]=[CH:21][C:20]([C:23]([F:25])([F:24])[F:26])=[CH:19][CH:18]=2)=[CH:10][C:11]=1[NH2:12])[CH3:2], predict the reactants needed to synthesize it. The reactants are: [CH2:1]([O:3][C:4](=[O:28])[NH:5][C:6]1[C:11]([N+:12]([O-])=O)=[CH:10][C:9]([NH:15][CH2:16][C:17]2[CH:22]=[CH:21][C:20]([C:23]([F:26])([F:25])[F:24])=[CH:19][CH:18]=2)=[CH:8][C:7]=1[CH3:27])[CH3:2].S(S([O-])=O)([O-])=O.[Na+].[Na+]. (3) The reactants are: [Br:1]C1C2C(=CC(C3SC4C(C5C=CC(Cl)=CC=5)=C([C@H](OC(C)(C)C)C(OCC)=O)C(C)=CC=4N=3)=CC=2)N(C)N=1.N[C:41]1[C:49]2[C:44](=[CH:45][CH:46]=[C:47]([C:50]3[S:51][C:52]4[C:58]([C:59]5[CH:64]=[CH:63][C:62]([Cl:65])=[CH:61][CH:60]=5)=[C:57]([C@H:66]([O:72][C:73]([CH3:76])([CH3:75])[CH3:74])[C:67]([O:69][CH2:70][CH3:71])=[O:68])[C:56]([CH3:77])=[CH:55][C:53]=4[N:54]=3)[CH:48]=2)[N:43]([CH3:78])[N:42]=1. Given the product [Br:1][C:41]1[C:49]2[C:44](=[CH:45][CH:46]=[C:47]([C:50]3[S:51][C:52]4[C:58]([C:59]5[CH:64]=[CH:63][C:62]([Cl:65])=[CH:61][CH:60]=5)=[C:57]([C@H:66]([O:72][C:73]([CH3:76])([CH3:75])[CH3:74])[C:67]([O:69][CH2:70][CH3:71])=[O:68])[C:56]([CH3:77])=[CH:55][C:53]=4[N:54]=3)[CH:48]=2)[N:43]([CH3:78])[N:42]=1, predict the reactants needed to synthesize it. (4) Given the product [Cl:1][C:2]1[C:3]([CH2:21][C:22]2[CH:27]=[CH:26][C:25]([O:28][CH2:29][CH3:30])=[CH:24][CH:23]=2)=[CH:4][C:5]([C@H:10]2[C@H:15]([OH:16])[C@@H:14]([OH:17])[C@H:13]([OH:18])[C@@H:12]([CH2:19][OH:20])[O:11]2)=[C:6]([O:45][CH3:42])[C:7]=1[O:8][CH3:9], predict the reactants needed to synthesize it. The reactants are: [Cl:1][C:2]1[C:7]([O:8][CH3:9])=[CH:6][C:5]([C@H:10]2[C@H:15]([OH:16])[C@@H:14]([OH:17])[C@H:13]([OH:18])[C@@H:12]([CH2:19][OH:20])[O:11]2)=[CH:4][C:3]=1[CH2:21][C:22]1[CH:27]=[CH:26][C:25]([O:28][CH2:29][CH3:30])=[CH:24][CH:23]=1.BrC1C=C(CC2C=C[C:42]([O:45]CC)=CC=2)C(Cl)=C(OC)C=1OC. (5) Given the product [CH2:21]([O:20][C:18]([N:7]1[C:8]2[C:13](=[CH:12][C:11]([CH3:16])=[N:10][C:9]=2[CH3:17])[C:14](=[O:15])[CH2:5][CH:6]1[CH2:28][CH3:29])=[O:19])[C:22]1[CH:23]=[CH:24][CH:25]=[CH:26][CH:27]=1, predict the reactants needed to synthesize it. The reactants are: COC([CH:5]1[C:14](=[O:15])[C:13]2[C:8](=[C:9]([CH3:17])[N:10]=[C:11]([CH3:16])[CH:12]=2)[N:7]([C:18]([O:20][CH2:21][C:22]2[CH:27]=[CH:26][CH:25]=[CH:24][CH:23]=2)=[O:19])[CH:6]1[CH2:28][CH3:29])=O.[OH-].[Na+].